From a dataset of NCI-60 drug combinations with 297,098 pairs across 59 cell lines. Regression. Given two drug SMILES strings and cell line genomic features, predict the synergy score measuring deviation from expected non-interaction effect. (1) Drug 1: CN(C)C1=NC(=NC(=N1)N(C)C)N(C)C. Drug 2: C1CC(=O)NC(=O)C1N2C(=O)C3=CC=CC=C3C2=O. Cell line: SNB-19. Synergy scores: CSS=0.272, Synergy_ZIP=1.06, Synergy_Bliss=0.587, Synergy_Loewe=-1.43, Synergy_HSA=-1.52. (2) Drug 1: C1CCC(C1)C(CC#N)N2C=C(C=N2)C3=C4C=CNC4=NC=N3. Drug 2: CC1=C(C=C(C=C1)NC2=NC=CC(=N2)N(C)C3=CC4=NN(C(=C4C=C3)C)C)S(=O)(=O)N.Cl. Cell line: SR. Synergy scores: CSS=54.0, Synergy_ZIP=-0.471, Synergy_Bliss=0.380, Synergy_Loewe=-1.41, Synergy_HSA=-1.35. (3) Drug 1: CCC1(CC2CC(C3=C(CCN(C2)C1)C4=CC=CC=C4N3)(C5=C(C=C6C(=C5)C78CCN9C7C(C=CC9)(C(C(C8N6C=O)(C(=O)OC)O)OC(=O)C)CC)OC)C(=O)OC)O.OS(=O)(=O)O. Drug 2: C1CC(C1)(C(=O)O)C(=O)O.[NH2-].[NH2-].[Pt+2]. Cell line: HT29. Synergy scores: CSS=17.6, Synergy_ZIP=-5.13, Synergy_Bliss=-6.33, Synergy_Loewe=-59.0, Synergy_HSA=-6.60. (4) Drug 1: CC12CCC(CC1=CCC3C2CCC4(C3CC=C4C5=CN=CC=C5)C)O. Drug 2: CNC(=O)C1=CC=CC=C1SC2=CC3=C(C=C2)C(=NN3)C=CC4=CC=CC=N4. Cell line: RXF 393. Synergy scores: CSS=15.8, Synergy_ZIP=-1.86, Synergy_Bliss=3.52, Synergy_Loewe=3.69, Synergy_HSA=4.00.